Dataset: Catalyst prediction with 721,799 reactions and 888 catalyst types from USPTO. Task: Predict which catalyst facilitates the given reaction. (1) The catalyst class is: 16. Reactant: [Br:1][C:2]1[CH:3]=[CH:4][C:5]([CH2:8][N:9]2[C:18]3[CH:17]=[CH:16][CH:15]=[CH:14][C:13]=3[C:12]3=[N:19][NH:20][C:21](=[O:22])[C:11]3=[CH:10]2)=[N:6][CH:7]=1.[H-].[Na+].[CH2:25](Br)[CH:26]=[CH2:27].ClCCl. Product: [CH2:27]([N:20]1[C:21](=[O:22])[C:11]2=[CH:10][N:9]([CH2:8][C:5]3[CH:4]=[CH:3][C:2]([Br:1])=[CH:7][N:6]=3)[C:18]3[CH:17]=[CH:16][CH:15]=[CH:14][C:13]=3[C:12]2=[N:19]1)[CH:26]=[CH2:25]. (2) Reactant: F[C:2](F)(F)[C:3]([OH:5])=O.[Br:8][C:9]1[CH:14]=[CH:13][C:12]([C:15]2([C:36]#[N:37])[CH:19]([CH2:20][C:21]([CH3:24])([CH3:23])[CH3:22])[NH:18][CH:17]([C:25](O)=[O:26])[CH:16]2[C:28]2[CH:33]=[CH:32][CH:31]=[C:30]([Cl:34])[C:29]=2[F:35])=[CH:11][CH:10]=1.[CH2:38]([NH2:40])[CH3:39].CN(C([O:48]N1N=NC2C=CC=NC1=2)=[N+](C)C)C.F[P-](F)(F)(F)(F)F.CCN(C(C)C)C(C)C.Cl. Product: [OH:48][C@H:2]([CH2:3][OH:5])[CH2:39][CH2:38][NH:40][C:25]([CH:17]1[CH:16]([C:28]2[CH:33]=[CH:32][CH:31]=[C:30]([Cl:34])[C:29]=2[F:35])[C:15]([C:12]2[CH:13]=[CH:14][C:9]([Br:8])=[CH:10][CH:11]=2)([C:36]#[N:37])[CH:19]([CH2:20][C:21]([CH3:24])([CH3:23])[CH3:22])[NH:18]1)=[O:26]. The catalyst class is: 539. (3) Reactant: C1C(=O)N([Br:8])C(=O)C1.[C:9]([C:11]1[CH:12]=[CH:13][C:14]([N:17]([CH:30]2[CH2:32][CH2:31]2)[S:18]([C:21]2[CH:26]=[CH:25][N:24]3[N:27]=[CH:28][CH:29]=[C:23]3[CH:22]=2)(=[O:20])=[O:19])=[N:15][CH:16]=1)#[N:10]. Product: [Br:8][C:29]1[CH:28]=[N:27][N:24]2[CH:25]=[CH:26][C:21]([S:18]([N:17]([C:14]3[CH:13]=[CH:12][C:11]([C:9]#[N:10])=[CH:16][N:15]=3)[CH:30]3[CH2:31][CH2:32]3)(=[O:20])=[O:19])=[CH:22][C:23]=12. The catalyst class is: 18.